This data is from Full USPTO retrosynthesis dataset with 1.9M reactions from patents (1976-2016). The task is: Predict the reactants needed to synthesize the given product. (1) Given the product [CH2:60]([N:67]1[CH2:71][CH2:70][CH:69]([CH2:72][NH:73][C:18](=[O:19])[C:17]2[CH:21]=[CH:22][C:14]([C:11]3[CH2:10][C:9]([C:4]4[CH:3]=[C:2]([Cl:1])[CH:7]=[C:6]([Cl:8])[CH:5]=4)([C:24]([F:27])([F:25])[F:26])[O:13][N:12]=3)=[CH:15][C:16]=2[CH3:23])[O:68]1)[C:61]1[CH:62]=[CH:63][CH:64]=[CH:65][CH:66]=1, predict the reactants needed to synthesize it. The reactants are: [Cl:1][C:2]1[CH:3]=[C:4]([C:9]2([C:24]([F:27])([F:26])[F:25])[O:13][N:12]=[C:11]([C:14]3[CH:22]=[CH:21][C:17]([C:18](O)=[O:19])=[C:16]([CH3:23])[CH:15]=3)[CH2:10]2)[CH:5]=[C:6]([Cl:8])[CH:7]=1.CN(C(ON1N=NC2C=CC=CC1=2)=[N+](C)C)C.[B-](F)(F)(F)F.C1C=CC2N(O)N=NC=2C=1.[CH2:60]([N:67]1[CH2:71][CH2:70][CH:69]([CH2:72][NH2:73])[O:68]1)[C:61]1[CH:66]=[CH:65][CH:64]=[CH:63][CH:62]=1. (2) Given the product [S:1]1[CH:5]=[CH:4][CH:3]=[C:2]1[CH2:6][NH:7][C:8]([C:10]1[N:11]=[C:12]2[C:17]([C:18]([F:21])([F:20])[F:19])=[CH:16][C:15]([C:33]3[CH:32]=[CH:31][CH:30]=[C:29]([CH2:28][N:26]([CH3:27])[CH3:25])[CH:34]=3)=[CH:14][N:13]2[C:23]=1[Cl:24])=[O:9], predict the reactants needed to synthesize it. The reactants are: [S:1]1[CH:5]=[CH:4][CH:3]=[C:2]1[CH2:6][NH:7][C:8]([C:10]1[N:11]=[C:12]2[C:17]([C:18]([F:21])([F:20])[F:19])=[CH:16][C:15](Br)=[CH:14][N:13]2[C:23]=1[Cl:24])=[O:9].[CH3:25][N:26]([CH2:28][C:29]1[CH:30]=[C:31](B2OC(C)(C)C(C)(C)O2)[CH:32]=[CH:33][CH:34]=1)[CH3:27].[O-]P([O-])([O-])=O.[K+].[K+].[K+].